Task: Predict the product of the given reaction.. Dataset: Forward reaction prediction with 1.9M reactions from USPTO patents (1976-2016) (1) The product is: [C:17]([O:16][C:15]([NH:14][S:11]([C:8]1[CH:9]=[CH:10][C:5]([CH2:4][O:3][CH2:28][C:27]([O:26][C:22]([CH3:25])([CH3:24])[CH3:23])=[O:30])=[CH:6][CH:7]=1)(=[O:13])=[O:12])=[O:21])([CH3:18])([CH3:20])[CH3:19]. Given the reactants [H-].[Na+].[OH:3][CH2:4][C:5]1[CH:10]=[CH:9][C:8]([S:11]([NH:14][C:15](=[O:21])[O:16][C:17]([CH3:20])([CH3:19])[CH3:18])(=[O:13])=[O:12])=[CH:7][CH:6]=1.[C:22]([O:26][C:27](=[O:30])[CH2:28]Br)([CH3:25])([CH3:24])[CH3:23], predict the reaction product. (2) Given the reactants [CH2:1]([O:3][C:4](=[O:26])[C:5]([C:14]([C:16]1[C:17](Cl)=[N:18][C:19]([O:23][CH3:24])=[C:20]([Br:22])[CH:21]=1)=[O:15])=[CH:6][NH:7][C@H:8]([CH2:12][OH:13])[CH:9]([CH3:11])[CH3:10])[CH3:2].C(=O)([O-])[O-].[K+].[K+], predict the reaction product. The product is: [CH2:1]([O:3][C:4]([C:5]1[C:14](=[O:15])[C:16]2[C:17](=[N:18][C:19]([O:23][CH3:24])=[C:20]([Br:22])[CH:21]=2)[N:7]([C@H:8]([CH2:12][OH:13])[CH:9]([CH3:11])[CH3:10])[CH:6]=1)=[O:26])[CH3:2]. (3) Given the reactants Cl[C:2]1[N:10]=[C:9]2[C:5]([N:6]=[C:7]([CH2:12][N:13]3[CH2:16][CH:15]([CH:17]4[CH2:22][CH2:21][O:20][CH2:19][CH2:18]4)[CH2:14]3)[N:8]2[CH3:11])=[C:4]([N:23]2[CH2:28][CH2:27][O:26][CH2:25][CH2:24]2)[N:3]=1.[CH3:29][C:30]1[NH:31][C:32]2[CH:38]=[CH:37][CH:36]=[CH:35][C:33]=2[N:34]=1.CC(C1C=C(C(C)C)C(C2C=CC=CC=2P(C2CCCCC2)C2CCCCC2)=C(C(C)C)C=1)C.C([O-])([O-])=O.[Cs+].[Cs+], predict the reaction product. The product is: [CH3:11][N:8]1[C:7]([CH2:12][N:13]2[CH2:14][CH:15]([CH:17]3[CH2:18][CH2:19][O:20][CH2:21][CH2:22]3)[CH2:16]2)=[N:6][C:5]2[C:9]1=[N:10][C:2]([N:31]1[C:32]3[CH:38]=[CH:37][CH:36]=[CH:35][C:33]=3[N:34]=[C:30]1[CH3:29])=[N:3][C:4]=2[N:23]1[CH2:24][CH2:25][O:26][CH2:27][CH2:28]1. (4) Given the reactants BrC1C=[C:4]([S:8][CH3:9])[CH:5]=[CH:6][CH:7]=1.C([C:14]1[CH:20]=[CH:19][C:17]([NH2:18])=[CH:16][CH:15]=1)CCC.C(O[Na])(C)(C)C.[C:27]1(C)[CH:32]=CC=[CH:29][CH:28]=1, predict the reaction product. The product is: [CH3:32][CH2:27][CH2:28][CH2:29][N:18]([C:17]1[CH:16]=[CH:15][CH:14]=[CH:20][CH:19]=1)[C:9]1[S:8][CH:4]=[CH:5][C:6]=1[CH3:7]. (5) Given the reactants C1(C)C=CC=CC=1.[C:8]([C:10]1[CH:15]=[CH:14][CH:13]=[CH:12][C:11]=1I)#[N:9].[C:17]([C:19]1([OH:29])[C:24]([CH3:26])([CH3:25])[CH:23]2[CH2:27][C:20]1([CH3:28])[CH2:21][CH2:22]2)#[CH:18].C(NC(C)C)(C)C, predict the reaction product. The product is: [OH:29][C:19]1([C:17]#[C:18][C:11]2[CH:12]=[CH:13][CH:14]=[CH:15][C:10]=2[C:8]#[N:9])[C:24]([CH3:25])([CH3:26])[CH:23]2[CH2:27][C:20]1([CH3:28])[CH2:21][CH2:22]2. (6) Given the reactants [CH3:1][CH2:2][N:3]([CH2:6][CH2:7][NH:8][C:9]([C:11]1[C:12]([CH3:29])=[C:13](/[CH:17]=[C:18]2/[C:19]3[CH:20]=[C:21]([F:28])[CH:22]=[CH:23][C:24]=3[NH:25][C:26]/2=[O:27])[NH:14][C:15]=1[CH3:16])=[O:10])[CH2:4][CH3:5].CS([O-])(=O)=O.[OH-].[Na+], predict the reaction product. The product is: [CH3:1][CH2:2][N:3]([CH2:6][CH2:7][NH:8][C:9]([C:11]1[C:12]([CH3:29])=[C:13](/[CH:17]=[C:18]2/[C:19]3[CH:20]=[C:21]([F:28])[CH:22]=[CH:23][C:24]=3[NH:25][C:26]/2=[O:27])[NH:14][C:15]=1[CH3:16])=[O:10])[CH2:4][CH3:5]. (7) Given the reactants [CH3:1][O:2][C:3]([C:5]1[CH:9]=[CH:8][O:7][C:6]=1[CH3:10])=[O:4].C1C(=O)N([Br:18])C(=O)C1, predict the reaction product. The product is: [CH3:1][O:2][C:3]([C:5]1[CH:9]=[C:8]([Br:18])[O:7][C:6]=1[CH3:10])=[O:4]. (8) The product is: [CH3:32][N:21]([CH:22]1[CH2:27][C:26]([CH3:29])([CH3:28])[NH:25][C:24]([CH3:31])([CH3:30])[CH2:23]1)[C:18]1[N:19]=[N:20][C:15]([C:4]2[CH:5]=[CH:6][C:7]([C:9]3[O:10][C:11]([CH3:14])=[CH:12][N:13]=3)=[CH:8][C:3]=2[OH:2])=[CH:16][CH:17]=1. Given the reactants C[O:2][C:3]1[CH:8]=[C:7]([C:9]2[O:10][C:11]([CH3:14])=[CH:12][N:13]=2)[CH:6]=[CH:5][C:4]=1[C:15]1[N:20]=[N:19][C:18]([N:21]([CH3:32])[CH:22]2[CH2:27][C:26]([CH3:29])([CH3:28])[NH:25][C:24]([CH3:31])([CH3:30])[CH2:23]2)=[CH:17][CH:16]=1, predict the reaction product. (9) Given the reactants [OH:1][CH2:2][CH:3]1[NH:8][CH2:7][CH2:6][N:5]([C:9]([O:11][C:12]([CH3:15])([CH3:14])[CH3:13])=[O:10])[CH2:4]1.C(N(CC)CC)C.Cl[CH2:24][C:25](Cl)=[O:26].OS([O-])(=O)=O.[K+].[H-].[Na+].Cl.[OH-].[Na+], predict the reaction product. The product is: [O:26]=[C:25]1[CH2:24][O:1][CH2:2][CH:3]2[CH2:4][N:5]([C:9]([O:11][C:12]([CH3:15])([CH3:14])[CH3:13])=[O:10])[CH2:6][CH2:7][N:8]12. (10) The product is: [ClH:17].[CH3:1][O:2][CH2:3][CH2:4][N:5]1[CH2:10][CH2:9][C:8](=[CH:11][C:12]([Cl:17])=[O:14])[CH2:7][CH2:6]1. Given the reactants [CH3:1][O:2][CH2:3][CH2:4][N:5]1[CH2:10][CH2:9][C:8](=[CH:11][C:12]([OH:14])=O)[CH2:7][CH2:6]1.S(Cl)([Cl:17])=O, predict the reaction product.